This data is from Catalyst prediction with 721,799 reactions and 888 catalyst types from USPTO. The task is: Predict which catalyst facilitates the given reaction. (1) Reactant: [Br:1][C:2]1[C:3]([NH:9][CH2:10][CH:11]([OH:26])[CH2:12][NH:13][S:14]([C:17]2[CH:22]=[CH:21][CH:20]=[C:19]([N+:23]([O-])=O)[CH:18]=2)(=[O:16])=[O:15])=[N:4][C:5]([Cl:8])=[N:6][CH:7]=1.[OH-].[Na+]. Product: [NH2:23][C:19]1[CH:18]=[C:17]([S:14]([NH:13][CH2:12][CH:11]([OH:26])[CH2:10][NH:9][C:3]2[C:2]([Br:1])=[CH:7][N:6]=[C:5]([Cl:8])[N:4]=2)(=[O:15])=[O:16])[CH:22]=[CH:21][CH:20]=1. The catalyst class is: 632. (2) Reactant: [C:1]1([C:7]2[CH:19]=[CH:18][C:10]([C:11]([O:13]C(C)(C)C)=[O:12])=[C:9]([NH:20][S:21](/[CH:24]=[CH:25]/[C:26]3[CH:31]=[CH:30][CH:29]=[CH:28][CH:27]=3)(=[O:23])=[O:22])[CH:8]=2)[CH:6]=[CH:5][CH:4]=[CH:3][CH:2]=1. Product: [C:1]1([C:7]2[CH:19]=[CH:18][C:10]([C:11]([OH:13])=[O:12])=[C:9]([NH:20][S:21](/[CH:24]=[CH:25]/[C:26]3[CH:27]=[CH:28][CH:29]=[CH:30][CH:31]=3)(=[O:23])=[O:22])[CH:8]=2)[CH:2]=[CH:3][CH:4]=[CH:5][CH:6]=1. The catalyst class is: 55. (3) Reactant: [C:1]([O:5][C:6]([NH:8][C:9]1[CH:10]=[C:11]([CH:15]=[CH:16][CH:17]=1)[C:12]([OH:14])=O)=[O:7])([CH3:4])([CH3:3])[CH3:2].CCN=C=NCCCN(C)C.C1C=CC2N(O)N=NC=2C=1.CCN(CC)CC.[NH2:46][CH2:47][CH:48]([OH:60])[CH2:49][N:50]1[CH2:59][CH2:58][C:57]2[C:52](=[CH:53][CH:54]=[CH:55][CH:56]=2)[CH2:51]1. Product: [C:1]([O:5][C:6](=[O:7])[NH:8][C:9]1[CH:17]=[CH:16][CH:15]=[C:11]([C:12](=[O:14])[NH:46][CH2:47][CH:48]([OH:60])[CH2:49][N:50]2[CH2:59][CH2:58][C:57]3[C:52](=[CH:53][CH:54]=[CH:55][CH:56]=3)[CH2:51]2)[CH:10]=1)([CH3:2])([CH3:3])[CH3:4]. The catalyst class is: 2. (4) Reactant: [CH3:1][C:2]1([C:21]([O:23]C)=[O:22])[O:7][CH2:6][CH:5]([CH2:8][C:9]2[N:10]=[C:11]([C:15]3[CH:20]=[CH:19][CH:18]=[CH:17][CH:16]=3)[O:12][C:13]=2[CH3:14])[CH2:4][O:3]1.C1COCC1.[OH-].[Li+]. Product: [CH3:1][C:2]1([C:21]([OH:23])=[O:22])[O:7][CH2:6][CH:5]([CH2:8][C:9]2[N:10]=[C:11]([C:15]3[CH:20]=[CH:19][CH:18]=[CH:17][CH:16]=3)[O:12][C:13]=2[CH3:14])[CH2:4][O:3]1. The catalyst class is: 24. (5) Reactant: [F:1][C:2]1[CH:3]=[C:4]2[C:8](=[CH:9][CH:10]=1)[N:7]([CH:11]([C:26]1[CH:31]=[CH:30][CH:29]=[CH:28][CH:27]=1)[CH:12]([OH:25])[CH2:13]OS(C1C=CC(C)=CC=1)(=O)=O)[CH:6]=[C:5]2[CH3:32].[CH3:33][NH2:34]. Product: [F:1][C:2]1[CH:3]=[C:4]2[C:8](=[CH:9][CH:10]=1)[N:7]([C@@H:11]([C:26]1[CH:31]=[CH:30][CH:29]=[CH:28][CH:27]=1)[C@H:12]([OH:25])[CH2:13][NH:34][CH3:33])[CH:6]=[C:5]2[CH3:32]. The catalyst class is: 5. (6) Reactant: Br[C:2]1[S:3][C:4]2[C:10]([C:11]3[CH:16]=[CH:15][C:14]([Cl:17])=[CH:13][CH:12]=3)=[C:9]([C@H:18]([O:23][C:24]([CH3:27])([CH3:26])[CH3:25])[C:19]([O:21][CH3:22])=[O:20])[C:8]([CH3:28])=[CH:7][C:5]=2[N:6]=1.[CH3:29][N:30]1[C:38]2[C:33](=[CH:34][C:35](B3OC(C)(C)C(C)(C)O3)=[CH:36][CH:37]=2)[C:32]([C:48]2[CH:53]=[CH:52][N:51]=[CH:50][CH:49]=2)=[N:31]1.C([O-])([O-])=O.[K+].[K+].O1CCOCC1. Product: [C:24]([O:23][C@@H:18]([C:9]1[C:8]([CH3:28])=[CH:7][C:5]2[N:6]=[C:2]([C:35]3[CH:34]=[C:33]4[C:38](=[CH:37][CH:36]=3)[N:30]([CH3:29])[N:31]=[C:32]4[C:48]3[CH:53]=[CH:52][N:51]=[CH:50][CH:49]=3)[S:3][C:4]=2[C:10]=1[C:11]1[CH:16]=[CH:15][C:14]([Cl:17])=[CH:13][CH:12]=1)[C:19]([O:21][CH3:22])=[O:20])([CH3:27])([CH3:26])[CH3:25]. The catalyst class is: 103. (7) Reactant: [CH3:1][NH:2][C:3](=[O:13])[C:4]1[CH:9]=[CH:8][N:7]=[CH:6][C:5]=1[N+:10]([O-])=O.[H][H]. The catalyst class is: 19. Product: [NH2:10][C:5]1[CH:6]=[N:7][CH:8]=[CH:9][C:4]=1[C:3]([NH:2][CH3:1])=[O:13]. (8) Reactant: [BH-](OC(C)=O)(OC(C)=O)[O:2][C:3](C)=O.[Na+].[NH:15]1[CH2:19][CH2:18][CH2:17][CH2:16]1.CO[C:22]1[CH:29]=[C:28]([OH:30])[C:27]([Cl:31])=[CH:26][C:23]=1[CH:24]=O.Cl. Product: [CH3:3][O:2][C:29]1[CH:22]=[C:23]([CH2:24][N:15]2[CH2:19][CH2:18][CH2:17][CH2:16]2)[CH:26]=[C:27]([Cl:31])[C:28]=1[OH:30]. The catalyst class is: 2. (9) Reactant: [Cl:1][C:2]1[S:3][C:4]([C:7]([NH:9][C:10]2[C:15]([CH3:16])=[CH:14][CH:13]=[CH:12][C:11]=2[Cl:17])=[O:8])=[CH:5][N:6]=1.[CH3:18][O:19][C:20]1[CH:27]=[CH:26][C:23]([CH2:24]Cl)=[CH:22][CH:21]=1.[H-].[Na+]. Product: [Cl:1][C:2]1[S:3][C:4]([C:7]([N:9]([C:10]2[C:15]([CH3:16])=[CH:14][CH:13]=[CH:12][C:11]=2[Cl:17])[CH2:24][C:23]2[CH:26]=[CH:27][C:20]([O:19][CH3:18])=[CH:21][CH:22]=2)=[O:8])=[CH:5][N:6]=1. The catalyst class is: 7.